The task is: Predict the reaction yield, written as a fraction of the theoretical maximum amount of product (1.0 means a 100% yield; for example, 0.34 means a 34% yield).. This data is from Reaction yield outcomes from USPTO patents with 853,638 reactions. (1) The reactants are [CH3:1][O:2][C:3]1[CH:4]=[C:5]([CH2:9][C:10](Cl)=[O:11])[CH:6]=[CH:7][CH:8]=1.[NH2:13][C:14](=[N:20]O)[C:15]([O:17][CH2:18][CH3:19])=[O:16].C(N(CC)C(C)C)(C)C.O. The catalyst is ClCCl. The product is [CH3:1][O:2][C:3]1[CH:4]=[C:5]([CH:6]=[CH:7][CH:8]=1)[CH2:9][C:10]1[O:11][N:20]=[C:14]([C:15]([O:17][CH2:18][CH3:19])=[O:16])[N:13]=1. The yield is 0.150. (2) The reactants are [CH3:1][O:2][C:3]1[CH:11]=[CH:10][C:6]([C:7]([OH:9])=O)=[CH:5][C:4]=1[CH3:12].[CH3:13][CH:14]([CH2:16][CH:17]([NH2:21])[CH2:18][CH2:19][CH3:20])[CH3:15]. No catalyst specified. The product is [CH3:1][O:2][C:3]1[CH:11]=[CH:10][C:6]([C:7]([NH:21][CH:17]([CH2:18][CH2:19][CH3:20])[CH2:16][CH:14]([CH3:15])[CH3:13])=[O:9])=[CH:5][C:4]=1[CH3:12]. The yield is 0.450. (3) The reactants are [CH3:1][O:2][CH2:3][C:4]1[CH:5]=[C:6]([CH:8]=[CH:9][CH:10]=1)[NH2:7].[F:11][C:12]([F:25])([O:16][C:17]1[CH:18]=[C:19]([CH:22]=[CH:23][CH:24]=1)[CH:20]=O)[CH:13]([F:15])[F:14].C(O)(=O)C.[BH-](OC(C)=O)(OC(C)=O)OC(C)=O.[Na+].[F:44][C:45]([F:50])([F:49])[CH:46]1[O:48][CH2:47]1. The catalyst is ClC(Cl)C.C(#N)C.FC(F)(F)S([O-])(=O)=O.[Yb+3].FC(F)(F)S([O-])(=O)=O.FC(F)(F)S([O-])(=O)=O. The product is [CH3:1][O:2][CH2:3][C:4]1[CH:5]=[C:6]([N:7]([CH2:20][C:19]2[CH:22]=[CH:23][CH:24]=[C:17]([O:16][C:12]([F:25])([F:11])[CH:13]([F:15])[F:14])[CH:18]=2)[CH2:47][CH:46]([OH:48])[C:45]([F:50])([F:49])[F:44])[CH:8]=[CH:9][CH:10]=1. The yield is 0.970.